Dataset: Forward reaction prediction with 1.9M reactions from USPTO patents (1976-2016). Task: Predict the product of the given reaction. (1) Given the reactants C(N([P:8]([N:12]([CH:16]([CH3:18])[CH3:17])[CH:13]([CH3:15])[CH3:14])(Cl)([O-:10])[O-:9])C(C)C)(C)C.[O:19]([CH2:26][C:27]([NH:29][C:30]1[C:31]2[N:32]=[CH:33][N:34]([C:66]=2[N:67]=[CH:68][N:69]=1)[C@@H:35]1[O:65][C@H:39]([CH2:40][O:41][C:42]([C:59]2[CH:64]=[CH:63][CH:62]=[CH:61][CH:60]=2)([C:51]2[CH:56]=[CH:55][C:54]([O:57][CH3:58])=[CH:53][CH:52]=2)[C:43]2[CH:48]=[CH:47][C:46]([O:49][CH3:50])=[CH:45][CH:44]=2)[C@@H:37]([OH:38])[CH2:36]1)=[O:28])[C:20]1[CH:25]=[CH:24][CH:23]=[CH:22][CH:21]=1.C(N(C(C)C)C(C)C)C.[C:79]([O:82][C@@H:83]1[C@@H:93]([O:94][C:95](=[O:97])[CH3:96])[C@H:92]([O:98][C:99](=[O:101])[CH3:100])[C@@H:91]([CH2:102][O:103][C:104](=[O:106])[CH3:105])[O:90][C@H:84]1[O:85][CH2:86][CH2:87][CH2:88]O)(=[O:81])[CH3:80].N1C=NN=N1, predict the reaction product. The product is: [O:19]([CH2:26][C:27]([NH:29][C:30]1[C:31]2[N:32]=[CH:33][N:34]([C:66]=2[N:67]=[CH:68][N:69]=1)[C@@H:35]1[O:65][C@H:39]([CH2:40][O:41][C:42]([C:59]2[CH:60]=[CH:61][CH:62]=[CH:63][CH:64]=2)([C:51]2[CH:56]=[CH:55][C:54]([O:57][CH3:58])=[CH:53][CH:52]=2)[C:43]2[CH:48]=[CH:47][C:46]([O:49][CH3:50])=[CH:45][CH:44]=2)[C@@H:37]([O:38][P:8]([N:12]([CH:13]([CH3:14])[CH3:15])[CH:16]([CH3:17])[CH3:18])([O:9][CH2:88][CH2:87][CH2:86][O:85][C@@H:84]2[O:90][C@H:91]([CH2:102][O:103][C:104](=[O:106])[CH3:105])[C@@H:92]([O:98][C:99](=[O:101])[CH3:100])[C@H:93]([O:94][C:95](=[O:97])[CH3:96])[C@H:83]2[O:82][C:79](=[O:81])[CH3:80])=[O:10])[CH2:36]1)=[O:28])[C:20]1[CH:21]=[CH:22][CH:23]=[CH:24][CH:25]=1. (2) Given the reactants [CH3:1][S:2][C:3]1[CH:8]=[CH:7][C:6]([NH2:9])=[CH:5][CH:4]=1.[C:10](O[C:10]([O:12][C:13]([CH3:16])([CH3:15])[CH3:14])=[O:11])([O:12][C:13]([CH3:16])([CH3:15])[CH3:14])=[O:11], predict the reaction product. The product is: [C:13]([O:12][C:10](=[O:11])[NH:9][C:6]1[CH:7]=[CH:8][C:3]([S:2][CH3:1])=[CH:4][CH:5]=1)([CH3:16])([CH3:15])[CH3:14]. (3) Given the reactants [C:1]12(C(O)=O)CC3CC(CC(C3)C1)C2.C(NCCN)(OC(C)(C)C)=O.[O:25]=[C:26]1[CH2:31][C:30](=[O:32])[CH2:29][CH:28]([C:33](O)=O)[CH2:27]1, predict the reaction product. The product is: [CH3:1][C:28]1([CH3:33])[CH2:27][C:26](=[O:25])[CH2:31][C:30](=[O:32])[CH2:29]1.